The task is: Predict the reactants needed to synthesize the given product.. This data is from Full USPTO retrosynthesis dataset with 1.9M reactions from patents (1976-2016). (1) Given the product [ClH:29].[F:1][C:2]1[CH:28]=[CH:27][C:5]([CH2:6][O:7][CH2:8][C:9]([NH:11][CH2:12][CH2:13][CH:14]2[CH2:15][CH2:16][NH:17][CH2:18][CH2:19]2)=[O:10])=[CH:4][CH:3]=1, predict the reactants needed to synthesize it. The reactants are: [F:1][C:2]1[CH:28]=[CH:27][C:5]([CH2:6][O:7][CH2:8][C:9]([NH:11][CH2:12][CH2:13][CH:14]2[CH2:19][CH2:18][N:17](CC3C=CC=CC=3)[CH2:16][CH2:15]2)=[O:10])=[CH:4][CH:3]=1.[Cl:29]C(OC(Cl)C)=O. (2) Given the product [CH:11]([N:8]1[C:9]2[CH:10]=[C:2]([S:19]([CH3:18])(=[O:21])=[O:20])[CH:3]=[C:4]([C:14]([OH:16])=[O:15])[C:5]=2[CH:6]=[CH:7]1)([CH3:13])[CH3:12], predict the reactants needed to synthesize it. The reactants are: Br[C:2]1[CH:3]=[C:4]([C:14]([O:16]C)=[O:15])[C:5]2[CH:6]=[CH:7][N:8]([CH:11]([CH3:13])[CH3:12])[C:9]=2[CH:10]=1.[CH3:18][S:19]([O-:21])=[O:20].[Na+].CNCCNC. (3) Given the product [CH2:19]([O:18][C:16]1[C:15]([O:26][CH3:27])=[CH:14][C:3]([C:4]([N:6]2[CH2:10][C@H:9]([OH:11])[CH2:8][C@H:7]2[CH2:12][OH:13])=[O:5])=[C:2]([NH:1][C:28]([O:30][C:31]([CH3:34])([CH3:33])[CH3:32])=[O:29])[CH:17]=1)[C:20]1[CH:21]=[CH:22][CH:23]=[CH:24][CH:25]=1, predict the reactants needed to synthesize it. The reactants are: [NH2:1][C:2]1[CH:17]=[C:16]([O:18][CH2:19][C:20]2[CH:25]=[CH:24][CH:23]=[CH:22][CH:21]=2)[C:15]([O:26][CH3:27])=[CH:14][C:3]=1[C:4]([N:6]1[CH2:10][C@H:9]([OH:11])[CH2:8][C@H:7]1[CH2:12][OH:13])=[O:5].[C:28](O[C:28]([O:30][C:31]([CH3:34])([CH3:33])[CH3:32])=[O:29])([O:30][C:31]([CH3:34])([CH3:33])[CH3:32])=[O:29].CCOC(C)=O.CCCCCC. (4) Given the product [Cl:12][C:13]1[CH:20]=[C:19]2[C:18]([CH2:23][CH2:24][O:25][CH2:21]2)=[CH:17][C:14]=1[C:15]#[N:16], predict the reactants needed to synthesize it. The reactants are: C1(C)C=CC(S(O)(=O)=O)=CC=1.[Cl:12][C:13]1[CH:20]=[C:19]([CH2:21]O)[C:18]([CH2:23][CH2:24][OH:25])=[CH:17][C:14]=1[C:15]#[N:16].ClC1C(CCO)=C(CO)C=CC=1C#N.O. (5) Given the product [C:27]([C:18]1[CH:19]=[CH:20][C:21]2[C:26](=[CH:25][CH:24]=[CH:23][CH:22]=2)[CH:17]=1)#[C:1][CH2:2][CH2:3][CH2:4][CH2:5][CH2:6][CH3:7], predict the reactants needed to synthesize it. The reactants are: [CH:1]#[C:2][CH2:3][CH2:4][CH2:5][CH2:6][CH2:7]C.C1(C#C)C=CC=CC=1.[CH:17]1[C:26]2[C:21](=[CH:22][CH:23]=[CH:24][CH:25]=2)[CH:20]=[CH:19][C:18]=1[C:27]#N. (6) Given the product [Br:2][CH2:12][C:10]1[CH:11]=[C:6]([I:5])[CH:7]=[CH:8][C:9]=1[CH3:14], predict the reactants needed to synthesize it. The reactants are: P(Br)(Br)[Br:2].[I:5][C:6]1[CH:7]=[CH:8][C:9]([CH3:14])=[C:10]([CH2:12]O)[CH:11]=1. (7) Given the product [CH2:1]([O:3][C:4]1[C:9]([O:10][CH2:11][CH3:12])=[CH:8][C:7]([C:17](=[O:18])[CH2:16][CH2:15][C:14]([OH:19])=[O:20])=[C:6]([CH3:13])[CH:5]=1)[CH3:2], predict the reactants needed to synthesize it. The reactants are: [CH2:1]([O:3][C:4]1[CH:5]=[C:6]([CH3:13])[CH:7]=[CH:8][C:9]=1[O:10][CH2:11][CH3:12])[CH3:2].[C:14]1(=[O:20])[O:19][C:17](=[O:18])[CH2:16][CH2:15]1.[Cl-].[Al+3].[Cl-].[Cl-].Cl.